Dataset: Reaction yield outcomes from USPTO patents with 853,638 reactions. Task: Predict the reaction yield, written as a fraction of the theoretical maximum amount of product (1.0 means a 100% yield; for example, 0.34 means a 34% yield). The catalyst is C1COCC1.CN(C=O)C. The product is [CH3:26][C:23]([N:1]([CH2:2][C:3]1[C:4](=[O:14])[NH:5][C:6]([CH:10]2[CH2:11][CH2:12][CH2:13]2)=[CH:7][C:8]=1[CH3:9])[C:34](=[O:33])[O-:35])([CH3:22])[CH3:24].[CH3:13][C:10]([N:15]([CH2:16][C:17]1[C:18](=[O:28])[NH:19][C:20]([CH3:27])=[CH:21][C:22]=1[CH:23]1[CH2:26][CH2:25][CH2:24]1)[C:34](=[O:33])[O-:35])([CH3:6])[CH3:11]. The reactants are [NH2:1][CH2:2][C:3]1[C:4](=[O:14])[NH:5][C:6]([CH:10]2[CH2:13][CH2:12][CH2:11]2)=[CH:7][C:8]=1[CH3:9].[NH2:15][CH2:16][C:17]1[C:18](=[O:28])[NH:19][C:20]([CH3:27])=[CH:21][C:22]=1[CH:23]1[CH2:26][CH2:25][CH2:24]1.CC([O:33][C:34](OC(OC(C)(C)C)=O)=[O:35])(C)C.C(N(CC)CC)C. The yield is 0.200.